Dataset: Forward reaction prediction with 1.9M reactions from USPTO patents (1976-2016). Task: Predict the product of the given reaction. The product is: [CH3:1][C:2]([CH3:31])([CH3:30])[CH2:3][N:4]1[C:12]2[C:7](=[N:8][C:9]([CH:13]3[CH2:19][CH:18]4[N:20]([C:21]([O:23][C:24]([CH3:25])([CH3:27])[CH3:26])=[O:22])[CH:15]([CH2:16][CH2:17]4)[CH:14]3[OH:32])=[CH:10][CH:11]=2)[N:6]([CH3:28])[C:5]1=[O:29]. Given the reactants [CH3:1][C:2]([CH3:31])([CH3:30])[CH2:3][N:4]1[C:12]2[C:7](=[N:8][C:9]([C:13]3[CH2:19][CH:18]4[N:20]([C:21]([O:23][C:24]([CH3:27])([CH3:26])[CH3:25])=[O:22])[CH:15]([CH2:16][CH2:17]4)[CH:14]=3)=[CH:10][CH:11]=2)[N:6]([CH3:28])[C:5]1=[O:29].[O:32]1CCCC1.B.OO.[OH-].[Na+], predict the reaction product.